This data is from Peptide-MHC class I binding affinity with 185,985 pairs from IEDB/IMGT. The task is: Regression. Given a peptide amino acid sequence and an MHC pseudo amino acid sequence, predict their binding affinity value. This is MHC class I binding data. (1) The peptide sequence is VLTHVKIND. The MHC is H-2-Kd with pseudo-sequence H-2-Kd. The binding affinity (normalized) is 0. (2) The peptide sequence is FPAKYAAAF. The MHC is Mamu-A2201 with pseudo-sequence Mamu-A2201. The binding affinity (normalized) is 0.981. (3) The binding affinity (normalized) is 0.0903. The MHC is HLA-B54:01 with pseudo-sequence HLA-B54:01. The peptide sequence is SPAIFQCSM. (4) The peptide sequence is NTKSDIDVI. The MHC is HLA-A02:03 with pseudo-sequence HLA-A02:03. The binding affinity (normalized) is 0.128.